This data is from Reaction yield outcomes from USPTO patents with 853,638 reactions. The task is: Predict the reaction yield, written as a fraction of the theoretical maximum amount of product (1.0 means a 100% yield; for example, 0.34 means a 34% yield). (1) The reactants are [F:1][C:2]1[CH:7]=[C:6]([N+:8]([O-])=O)[CH:5]=[CH:4][C:3]=1[N:11]1[CH2:16][CH2:15][N:14]([C:17]([O:19][CH3:20])=[O:18])[CH2:13][CH2:12]1. The catalyst is CCOC(C)=O.[Pd]. The product is [NH2:8][C:6]1[CH:5]=[CH:4][C:3]([N:11]2[CH2:16][CH2:15][N:14]([C:17]([O:19][CH3:20])=[O:18])[CH2:13][CH2:12]2)=[C:2]([F:1])[CH:7]=1. The yield is 1.00. (2) The reactants are Cl[C:2]1[C:11]2[C:6](=[CH:7][C:8]([S:12]([O:15][C:16]3[C:21]([F:22])=[C:20]([F:23])[C:19]([F:24])=[C:18]([F:25])[C:17]=3[F:26])(=[O:14])=[O:13])=[CH:9][CH:10]=2)[CH:5]=[CH:4][N:3]=1.[F:27][C:28]1[CH:29]=[C:30]([C:35]2[CH:40]=[CH:39][C:38](B(O)O)=[C:37]([O:44][CH3:45])[CH:36]=2)[CH:31]=[C:32]([F:34])[CH:33]=1.C(=O)([O-])[O-].[K+].[K+]. The catalyst is C1C=CC([P]([Pd]([P](C2C=CC=CC=2)(C2C=CC=CC=2)C2C=CC=CC=2)([P](C2C=CC=CC=2)(C2C=CC=CC=2)C2C=CC=CC=2)[P](C2C=CC=CC=2)(C2C=CC=CC=2)C2C=CC=CC=2)(C2C=CC=CC=2)C2C=CC=CC=2)=CC=1. The product is [F:27][C:28]1[CH:29]=[C:30]([C:35]2[CH:40]=[CH:39][C:38]([C:2]3[C:11]4[C:6](=[CH:7][C:8]([S:12]([O:15][C:16]5[C:21]([F:22])=[C:20]([F:23])[C:19]([F:24])=[C:18]([F:25])[C:17]=5[F:26])(=[O:14])=[O:13])=[CH:9][CH:10]=4)[CH:5]=[CH:4][N:3]=3)=[C:37]([O:44][CH3:45])[CH:36]=2)[CH:31]=[C:32]([F:34])[CH:33]=1. The yield is 0.656. (3) The reactants are [C:1]([O:5][C:6]([N:8]1[CH2:13][CH2:12][CH:11]([CH2:14][O:15][C:16]([O:18]C2C=CC=CC=2)=O)[CH2:10][CH2:9]1)=[O:7])([CH3:4])([CH3:3])[CH3:2].[CH3:25][N:26]1[CH2:31][CH2:30][NH:29][CH2:28][CH2:27]1. No catalyst specified. The product is [C:1]([O:5][C:6]([N:8]1[CH2:9][CH2:10][CH:11]([CH2:14][O:15][C:16]([N:29]2[CH2:30][CH2:31][N:26]([CH3:25])[CH2:27][CH2:28]2)=[O:18])[CH2:12][CH2:13]1)=[O:7])([CH3:2])([CH3:3])[CH3:4]. The yield is 0.790. (4) The reactants are C(O[C:4]([C:6]1[CH:7]=[C:8]2[CH:15]=[CH:14][NH:13][C:9]2=[N:10][C:11]=1[NH2:12])=[O:5])C.[OH-].[Na+].C(N(CC)CC)C.F[P-](F)(F)(F)(F)F.N1(O[P+](N(C)C)(N(C)C)N(C)C)C2C=CC=CC=2N=N1.[O:52]([C:59]1[S:63][C:62]([CH2:64][NH2:65])=[CH:61][CH:60]=1)[C:53]1[CH:58]=[CH:57][CH:56]=[CH:55][CH:54]=1. The catalyst is C(O)C.[Cl-].[Na+].O. The product is [O:52]([C:59]1[S:63][C:62]([CH2:64][NH:65][C:4]([C:6]2[CH:7]=[C:8]3[CH:15]=[CH:14][NH:13][C:9]3=[N:10][C:11]=2[NH2:12])=[O:5])=[CH:61][CH:60]=1)[C:53]1[CH:54]=[CH:55][CH:56]=[CH:57][CH:58]=1. The yield is 0.185. (5) The reactants are [CH3:1][N:2]([CH3:24])[C:3]1[N:23]=[C:6]2[CH:7]=[C:8]([NH:11][C:12]([C:14]3[N:18]([CH3:19])[N:17]=[CH:16][C:15]=3[C:20]([OH:22])=O)=[O:13])[CH:9]=[CH:10][N:5]2[N:4]=1.Cl.[F:26][CH:27]1[CH2:30][NH:29][CH2:28]1.CCCP(=O)=O.C(N(C(C)C)CC)(C)C. The catalyst is O1CCCC1. The product is [CH3:1][N:2]([CH3:24])[C:3]1[N:23]=[C:6]2[CH:7]=[C:8]([NH:11][C:12]([C:14]3[N:18]([CH3:19])[N:17]=[CH:16][C:15]=3[C:20]([N:29]3[CH2:30][CH:27]([F:26])[CH2:28]3)=[O:22])=[O:13])[CH:9]=[CH:10][N:5]2[N:4]=1. The yield is 0.898.